This data is from Catalyst prediction with 721,799 reactions and 888 catalyst types from USPTO. The task is: Predict which catalyst facilitates the given reaction. Reactant: [NH:1]1[CH2:6][CH2:5][CH:4]([CH2:7][O:8][C:9]2[C:13]3[C:14]([O:18][CH2:19][C:20]([F:23])([F:22])[F:21])=[CH:15][CH:16]=[CH:17][C:12]=3[O:11][N:10]=2)[CH2:3][CH2:2]1.[CH:24]([C:26]1([C:30]([O:32][CH3:33])=[O:31])[CH2:29][CH2:28][CH2:27]1)=O.C(O[BH-](OC(=O)C)OC(=O)C)(=O)C.[Na+].C(=O)([O-])O.[Na+]. The catalyst class is: 4. Product: [F:23][C:20]([F:21])([F:22])[CH2:19][O:18][C:14]1[C:13]2[C:9]([O:8][CH2:7][CH:4]3[CH2:5][CH2:6][N:1]([CH2:24][C:26]4([C:30]([O:32][CH3:33])=[O:31])[CH2:29][CH2:28][CH2:27]4)[CH2:2][CH2:3]3)=[N:10][O:11][C:12]=2[CH:17]=[CH:16][CH:15]=1.